This data is from NCI-60 drug combinations with 297,098 pairs across 59 cell lines. The task is: Regression. Given two drug SMILES strings and cell line genomic features, predict the synergy score measuring deviation from expected non-interaction effect. (1) Drug 1: CC1C(C(CC(O1)OC2CC(CC3=C2C(=C4C(=C3O)C(=O)C5=C(C4=O)C(=CC=C5)OC)O)(C(=O)CO)O)N)O.Cl. Drug 2: C1CC(=O)NC(=O)C1N2C(=O)C3=CC=CC=C3C2=O. Cell line: NCI/ADR-RES. Synergy scores: CSS=-3.69, Synergy_ZIP=4.94, Synergy_Bliss=8.45, Synergy_Loewe=-2.64, Synergy_HSA=-1.74. (2) Drug 1: CC1OCC2C(O1)C(C(C(O2)OC3C4COC(=O)C4C(C5=CC6=C(C=C35)OCO6)C7=CC(=C(C(=C7)OC)O)OC)O)O. Drug 2: C1=CC(=CC=C1CC(C(=O)O)N)N(CCCl)CCCl.Cl. Cell line: K-562. Synergy scores: CSS=57.2, Synergy_ZIP=11.6, Synergy_Bliss=15.8, Synergy_Loewe=9.67, Synergy_HSA=15.9. (3) Drug 1: C1C(C(OC1N2C=C(C(=O)NC2=O)F)CO)O. Drug 2: C1C(C(OC1N2C=NC3=C(N=C(N=C32)Cl)N)CO)O. Cell line: NCI/ADR-RES. Synergy scores: CSS=30.3, Synergy_ZIP=-4.18, Synergy_Bliss=-7.24, Synergy_Loewe=-4.03, Synergy_HSA=-3.18. (4) Drug 1: CN(C(=O)NC(C=O)C(C(C(CO)O)O)O)N=O. Drug 2: C1CN(P(=O)(OC1)NCCCl)CCCl. Cell line: SNB-75. Synergy scores: CSS=1.76, Synergy_ZIP=-0.171, Synergy_Bliss=1.38, Synergy_Loewe=-0.293, Synergy_HSA=0.267. (5) Drug 1: CC=C1C(=O)NC(C(=O)OC2CC(=O)NC(C(=O)NC(CSSCCC=C2)C(=O)N1)C(C)C)C(C)C. Drug 2: C1CN(CCN1C(=O)CCBr)C(=O)CCBr. Cell line: NCI-H226. Synergy scores: CSS=33.8, Synergy_ZIP=-1.32, Synergy_Bliss=3.24, Synergy_Loewe=-28.9, Synergy_HSA=1.79. (6) Drug 1: C1CCN(CC1)CCOC2=CC=C(C=C2)C(=O)C3=C(SC4=C3C=CC(=C4)O)C5=CC=C(C=C5)O. Drug 2: C1CC(=O)NC(=O)C1N2CC3=C(C2=O)C=CC=C3N. Cell line: SR. Synergy scores: CSS=15.8, Synergy_ZIP=-5.38, Synergy_Bliss=-1.48, Synergy_Loewe=-1.98, Synergy_HSA=-1.55.